This data is from Forward reaction prediction with 1.9M reactions from USPTO patents (1976-2016). The task is: Predict the product of the given reaction. (1) Given the reactants C(OC(=O)[NH:7][CH2:8][C:9]1[C:10]([CH2:37][CH:38]([CH3:40])[CH3:39])=[N:11][C:12]([CH3:36])=[C:13]([CH2:22][C:23](=[O:35])[N:24]2[CH2:33][CH2:32][N:31]3[CH:26]([CH2:27][O:28][CH2:29][C:30]3=[O:34])[CH2:25]2)[C:14]=1[C:15]1[CH:20]=[CH:19][C:18]([CH3:21])=[CH:17][CH:16]=1)(C)(C)C.C(OC(=O)C)C.[ClH:48], predict the reaction product. The product is: [ClH:48].[ClH:48].[NH2:7][CH2:8][C:9]1[C:14]([C:15]2[CH:20]=[CH:19][C:18]([CH3:21])=[CH:17][CH:16]=2)=[C:13]([CH2:22][C:23]([N:24]2[CH2:33][CH2:32][N:31]3[CH:26]([CH2:27][O:28][CH2:29][C:30]3=[O:34])[CH2:25]2)=[O:35])[C:12]([CH3:36])=[N:11][C:10]=1[CH2:37][CH:38]([CH3:39])[CH3:40]. (2) The product is: [CH3:24][C:16]1[CH:15]=[C:14]([C:12]2[CH:11]=[C:10]([C:25]([F:28])([F:27])[F:26])[N:9]=[C:8]([C:4]3[CH:3]=[C:2]([C:33]4[CH:32]=[N:31][C:30]([NH2:29])=[N:35][CH:34]=4)[CH:7]=[CH:6][CH:5]=3)[N:13]=2)[CH:19]=[CH:18][C:17]=1[C:20]([F:23])([F:22])[F:21]. Given the reactants Br[C:2]1[CH:3]=[C:4]([C:8]2[N:13]=[C:12]([C:14]3[CH:19]=[CH:18][C:17]([C:20]([F:23])([F:22])[F:21])=[C:16]([CH3:24])[CH:15]=3)[CH:11]=[C:10]([C:25]([F:28])([F:27])[F:26])[N:9]=2)[CH:5]=[CH:6][CH:7]=1.[NH2:29][C:30]1[N:35]=[CH:34][C:33](B2OC(C)(C)C(C)(C)O2)=[CH:32][N:31]=1, predict the reaction product. (3) Given the reactants [F:1][C:2]([F:27])([F:26])[C:3]1[CH:4]=[C:5]([NH:9][C:10](=[O:25])[CH2:11][C:12]([NH:14][C:15]2[CH:20]=[CH:19][CH:18]=[C:17]([C:21]([F:24])([F:23])[F:22])[CH:16]=2)=[O:13])[CH:6]=[CH:7][CH:8]=1.[CH3:28][C:29]1[CH:36]=[C:35]([CH3:37])[CH:34]=[CH:33][C:30]=1[CH:31]=O, predict the reaction product. The product is: [F:1][C:2]([F:26])([F:27])[C:3]1[CH:4]=[C:5]([NH:9][C:10](=[O:25])[C:11](=[CH:31][C:30]2[CH:33]=[CH:34][C:35]([CH3:37])=[CH:36][C:29]=2[CH3:28])[C:12]([NH:14][C:15]2[CH:20]=[CH:19][CH:18]=[C:17]([C:21]([F:24])([F:23])[F:22])[CH:16]=2)=[O:13])[CH:6]=[CH:7][CH:8]=1. (4) Given the reactants C([O:8][C:9]([CH:11]1[CH2:15][CH:14]([CH2:16][CH:17]=[CH:18][CH2:19][CH3:20])[CH2:13][N:12]1[CH2:21][C:22]1[N:23]([CH2:27][C:28]2[CH:33]=[CH:32][CH:31]=[CH:30][CH:29]=2)[CH:24]=[CH:25][N:26]=1)=[O:10])C1C=CC=CC=1.C1COCC1.O.O.[OH-].[Li+], predict the reaction product. The product is: [CH2:27]([N:23]1[CH:24]=[CH:25][N:26]=[C:22]1[CH2:21][N:12]1[CH2:13][CH:14]([CH2:16][CH:17]=[CH:18][CH2:19][CH3:20])[CH2:15][CH:11]1[C:9]([OH:10])=[O:8])[C:28]1[CH:29]=[CH:30][CH:31]=[CH:32][CH:33]=1. (5) The product is: [CH2:1]([N:8]1[C:20]2[CH:19]=[C:18]3[C:13]([CH:14]=[CH:15][N:16]=[C:17]3[C:31]3[CH2:32][CH2:33][N:34]([C:37]([O:39][C:40]([CH3:43])([CH3:42])[CH3:41])=[O:38])[CH2:35][CH:36]=3)=[CH:12][C:11]=2[CH2:10][CH2:9]1)[C:2]1[CH:7]=[CH:6][CH:5]=[CH:4][CH:3]=1. Given the reactants [CH2:1]([N:8]1[C:20]2[CH:19]=[C:18]3[C:13]([CH:14]=[CH:15][N:16]=[C:17]3OS(C(F)(F)F)(=O)=O)=[CH:12][C:11]=2[CH2:10][CH2:9]1)[C:2]1[CH:7]=[CH:6][CH:5]=[CH:4][CH:3]=1.C[Sn](C)(C)[C:31]1[CH2:32][CH2:33][N:34]([C:37]([O:39][C:40]([CH3:43])([CH3:42])[CH3:41])=[O:38])[CH2:35][CH:36]=1, predict the reaction product. (6) Given the reactants Br[C:2]1[C:3]2[N:4]([CH:18]=[CH:19][N:20]=2)[N:5]=[C:6]([C:8]2[CH:9]=[C:10]([CH:15]=[CH:16][CH:17]=2)[C:11]([O:13][CH3:14])=[O:12])[CH:7]=1.[CH3:21][C:22]1([CH3:35])[CH2:27][CH2:26][N:25]([C:28]2[N:33]=[C:32]([NH2:34])[CH:31]=[CH:30][CH:29]=2)[CH2:24][CH2:23]1.C1C=CC(P(C2C(C3C(P(C4C=CC=CC=4)C4C=CC=CC=4)=CC=C4C=3C=CC=C4)=C3C(C=CC=C3)=CC=2)C2C=CC=CC=2)=CC=1.C([O-])([O-])=O.[Cs+].[Cs+], predict the reaction product. The product is: [CH3:21][C:22]1([CH3:35])[CH2:23][CH2:24][N:25]([C:28]2[N:33]=[C:32]([NH:34][C:2]3[C:3]4[N:4]([CH:18]=[CH:19][N:20]=4)[N:5]=[C:6]([C:8]4[CH:9]=[C:10]([CH:15]=[CH:16][CH:17]=4)[C:11]([O:13][CH3:14])=[O:12])[CH:7]=3)[CH:31]=[CH:30][CH:29]=2)[CH2:26][CH2:27]1.